This data is from CYP3A4 inhibition data for predicting drug metabolism from PubChem BioAssay. The task is: Regression/Classification. Given a drug SMILES string, predict its absorption, distribution, metabolism, or excretion properties. Task type varies by dataset: regression for continuous measurements (e.g., permeability, clearance, half-life) or binary classification for categorical outcomes (e.g., BBB penetration, CYP inhibition). Dataset: cyp3a4_veith. (1) The drug is CC(C)C12CCC(C(=O)O)C(C1)C(=O)O2. The result is 0 (non-inhibitor). (2) The molecule is Cn1cnc([N+](=O)[O-])c1SCC(=O)O. The result is 0 (non-inhibitor).